Dataset: Reaction yield outcomes from USPTO patents with 853,638 reactions. Task: Predict the reaction yield, written as a fraction of the theoretical maximum amount of product (1.0 means a 100% yield; for example, 0.34 means a 34% yield). (1) The reactants are C(OC(=O)C)(=O)C.[CH3:8][O:9][C:10]1[CH:18]=[CH:17][CH:16]=[C:12]([C:13]([OH:15])=O)[C:11]=1[C:19]([OH:21])=[O:20]. The catalyst is O1CCCC1. The product is [CH3:8][O:9][C:10]1[CH:18]=[CH:17][CH:16]=[C:12]2[C:13]([O:21][C:19](=[O:20])[C:11]=12)=[O:15]. The yield is 0.990. (2) The reactants are C(N1C=CN=C1)(N1C=CN=C1)=O.[C:13]([O:17][C:18]([NH:20][C:21]1([C:24]([OH:26])=O)[CH2:23][CH2:22]1)=[O:19])([CH3:16])([CH3:15])[CH3:14].C(N(CC)C(C)C)(C)C.[Br:36][C:37]1[C:38]([NH2:44])=[N:39][CH:40]=[C:41]([Br:43])[N:42]=1. The catalyst is CN(C)C=O.ClCCl.C(OCC)(=O)C. The product is [Br:36][C:37]1[C:38]([NH:44][C:24]([C:21]2([NH:20][C:18](=[O:19])[O:17][C:13]([CH3:14])([CH3:15])[CH3:16])[CH2:22][CH2:23]2)=[O:26])=[N:39][CH:40]=[C:41]([Br:43])[N:42]=1. The yield is 0.500. (3) The reactants are [CH2:1]([C@@H:8]1[NH:13][CH2:12][CH2:11][N:10]([C:14]2[CH:19]=[CH:18][C:17]([O:20][CH3:21])=[C:16]([O:22][CH:23]3[CH2:27][CH2:26][CH2:25][CH2:24]3)[CH:15]=2)[CH2:9]1)[C:2]1[CH:7]=[CH:6][CH:5]=[CH:4][CH:3]=1.[S:28](N)([NH2:31])(=[O:30])=[O:29]. The catalyst is O1CCOCC1. The product is [CH2:1]([C@H:8]1[CH2:9][N:10]([C:14]2[CH:19]=[CH:18][C:17]([O:20][CH3:21])=[C:16]([O:22][CH:23]3[CH2:27][CH2:26][CH2:25][CH2:24]3)[CH:15]=2)[CH2:11][CH2:12][N:13]1[S:28]([NH2:31])(=[O:30])=[O:29])[C:2]1[CH:3]=[CH:4][CH:5]=[CH:6][CH:7]=1. The yield is 0.720. (4) The reactants are [CH3:1][C@@H:2]([N:24]([CH2:32][C@@H:33]([C:42]1[CH:43]=[N:44][CH:45]=[CH:46][CH:47]=1)[O:34][Si](CC)(CC)CC)C(=O)OC(C)(C)C)[CH2:3][C:4]1[C:12]2[C:7](=[C:8]([O:13][C@H:14]([CH3:23])[C:15]([N:17]3[CH2:22][CH2:21][O:20][CH2:19][CH2:18]3)=[O:16])[CH:9]=[CH:10][CH:11]=2)[NH:6][CH:5]=1.Cl.O1CCOCC1.C(=O)([O-])O.[Na+]. The catalyst is C(O)C. The product is [CH3:1][C@@H:2]([NH:24][CH2:32][C@@H:33]([C:42]1[CH:43]=[N:44][CH:45]=[CH:46][CH:47]=1)[OH:34])[CH2:3][C:4]1[C:12]2[C:7](=[C:8]([O:13][C@H:14]([CH3:23])[C:15]([N:17]3[CH2:18][CH2:19][O:20][CH2:21][CH2:22]3)=[O:16])[CH:9]=[CH:10][CH:11]=2)[NH:6][CH:5]=1. The yield is 0.830. (5) The reactants are [F:1][C:2]1[CH:7]=[CH:6][C:5]([CH2:8][OH:9])=[CH:4][CH:3]=1.N1C=CN=C1.[C:15]([Si:19](Cl)([CH3:21])[CH3:20])([CH3:18])([CH3:17])[CH3:16]. The catalyst is CN(C=O)C. The product is [C:15]([Si:19]([O:9][CH2:8][C:5]1[CH:6]=[CH:7][C:2]([F:1])=[CH:3][CH:4]=1)([CH3:21])[CH3:20])([CH3:18])([CH3:17])[CH3:16]. The yield is 0.990.